This data is from Forward reaction prediction with 1.9M reactions from USPTO patents (1976-2016). The task is: Predict the product of the given reaction. Given the reactants [N+:1]([CH:4]=[CH:5][C:6]1[CH:11]=[CH:10][C:9]([O:12][CH2:13][CH2:14][CH2:15][CH2:16][CH2:17][CH3:18])=[C:8]([O:19][CH2:20][CH2:21][CH2:22][CH2:23][CH2:24][CH3:25])[CH:7]=1)([O-])=O.[H][H], predict the reaction product. The product is: [NH2:1][CH2:4][CH2:5][C:6]1[CH:11]=[CH:10][C:9]([O:12][CH2:13][CH2:14][CH2:15][CH2:16][CH2:17][CH3:18])=[C:8]([O:19][CH2:20][CH2:21][CH2:22][CH2:23][CH2:24][CH3:25])[CH:7]=1.